From a dataset of Reaction yield outcomes from USPTO patents with 853,638 reactions. Predict the reaction yield, written as a fraction of the theoretical maximum amount of product (1.0 means a 100% yield; for example, 0.34 means a 34% yield). (1) The reactants are [F:1][C:2]1[CH:3]=[CH:4][C:5]2[C:9]([CH:10]3[CH2:15][CH2:14][N:13]([CH2:16][CH2:17][CH2:18][N:19]4[C:27]5[CH2:26][CH2:25][N:24]([S:28]([CH3:31])(=[O:30])=[O:29])[CH2:23][C:22]=5[C:21]([C:32]5[CH:37]=[CH:36][C:35]([C:38]([F:41])([F:40])[F:39])=[CH:34][CH:33]=5)=[N:20]4)[CH2:12][CH2:11]3)=[C:8]([C:42]([OH:44])=O)[S:7][C:6]=2[CH:45]=1.CN(C(ON1N=NC2C=CC=CC1=2)=[N+](C)C)C.F[P-](F)(F)(F)(F)F.CCN(C(C)C)C(C)C.[NH2:79][CH2:80][CH2:81][N:82]1[CH2:87][CH2:86][O:85][CH2:84][CH2:83]1. The catalyst is CN(C=O)C. The product is [N:82]1([CH2:81][CH2:80][NH:79][C:42]([C:8]2[S:7][C:6]3[CH:45]=[C:2]([F:1])[CH:3]=[CH:4][C:5]=3[C:9]=2[CH:10]2[CH2:11][CH2:12][N:13]([CH2:16][CH2:17][CH2:18][N:19]3[C:27]4[CH2:26][CH2:25][N:24]([S:28]([CH3:31])(=[O:29])=[O:30])[CH2:23][C:22]=4[C:21]([C:32]4[CH:37]=[CH:36][C:35]([C:38]([F:41])([F:39])[F:40])=[CH:34][CH:33]=4)=[N:20]3)[CH2:14][CH2:15]2)=[O:44])[CH2:87][CH2:86][O:85][CH2:84][CH2:83]1. The yield is 0.650. (2) The reactants are [CH3:1][CH:2]([C:6]1[C:10]([CH2:11][OH:12])=[CH:9][N:8]([C:13]2[CH:18]=[CH:17][C:16]([C:19]([F:22])([F:21])[F:20])=[CH:15][N:14]=2)[N:7]=1)[CH2:3][CH2:4][CH3:5]. The catalyst is [O-2].[O-2].[Mn+4].O1CCCC1. The product is [CH3:1][CH:2]([C:6]1[C:10]([CH:11]=[O:12])=[CH:9][N:8]([C:13]2[CH:18]=[CH:17][C:16]([C:19]([F:22])([F:21])[F:20])=[CH:15][N:14]=2)[N:7]=1)[CH2:3][CH2:4][CH3:5]. The yield is 0.930. (3) The reactants are [CH3:1][C:2]([O-])([CH3:4])[CH3:3].[K+].N#N.[CH2:9]([O:16][CH2:17][CH2:18][CH:19]1[CH2:24]CC(=O)C[CH2:20]1)[C:10]1[CH:15]=[CH:14][CH:13]=[CH:12][CH:11]=1. The catalyst is C1COCC1. The product is [CH2:1]=[C:2]1[CH2:4][CH2:20][CH:19]([CH2:18][CH2:17][O:16][CH2:9][C:10]2[CH:15]=[CH:14][CH:13]=[CH:12][CH:11]=2)[CH2:24][CH2:3]1. The yield is 0.990. (4) The reactants are C([O:8][C:9]1[CH:14]=[CH:13][C:12](/[CH:15]=[CH:16]/[C:17]([NH:19][CH2:20][CH2:21][CH2:22][CH2:23][CH2:24][CH2:25][CH2:26][CH2:27][CH3:28])=[O:18])=[C:11]([CH3:29])[CH:10]=1)C1C=CC=CC=1.CSC.O. The catalyst is ClCCl. The product is [OH:8][C:9]1[CH:14]=[CH:13][C:12](/[CH:15]=[CH:16]/[C:17]([NH:19][CH2:20][CH2:21][CH2:22][CH2:23][CH2:24][CH2:25][CH2:26][CH2:27][CH3:28])=[O:18])=[C:11]([CH3:29])[CH:10]=1. The yield is 0.500. (5) The reactants are [C:1](Cl)(=O)[C:2](Cl)=O.[CH3:7][N:8]([CH3:11])[CH:9]=O.N1[CH:17]=[CH:16][CH:15]=[CH:14][CH:13]=1.[F:18][C:19]([F:33])([F:32])[C:20](=[N:22][NH:23][C:24]1[CH:29]=[CH:28][C:27]([O:30][CH3:31])=[CH:26][CH:25]=1)[NH2:21].Cl[CH2:35]Cl. The catalyst is O1CCOCC1. The product is [CH3:31][O:30][C:27]1[CH:26]=[CH:25][C:24]([N:23]2[C:35]([C:15]3[CH:16]=[CH:17][C:7]([N:8]4[CH:11]=[CH:2][CH:1]=[CH:9]4)=[CH:13][CH:14]=3)=[N:21][C:20]([C:19]([F:32])([F:33])[F:18])=[N:22]2)=[CH:29][CH:28]=1. The yield is 0.128. (6) The reactants are [C:1]([N:4]1[C:9]2=[CH:10][CH:11]=[C:12]3[C:17]([N:16]=[C:15]([CH:18]([CH3:20])[CH3:19])[N:14]([C:21]4[CH:26]=[CH:25][C:24]([Cl:27])=[CH:23][CH:22]=4)[C:13]3=[O:28])=[C:8]2[C:7](=C)[CH2:6][CH2:5]1)(=[O:3])[CH3:2].C1(C)C=CC=CC=1.C1C[O:40]CC1. No catalyst specified. The product is [C:1]([N:4]1[C:9]2=[CH:10][CH:11]=[C:12]3[C:17]([N:16]=[C:15]([CH:18]([CH3:20])[CH3:19])[N:14]([C:21]4[CH:22]=[CH:23][C:24]([Cl:27])=[CH:25][CH:26]=4)[C:13]3=[O:28])=[C:8]2[C:7](=[O:40])[CH2:6][CH2:5]1)(=[O:3])[CH3:2]. The yield is 0.440. (7) The reactants are [Br:1][C:2]1[CH:39]=[CH:38][C:5]([CH2:6][CH:7]([NH:27][C:28](=[O:37])[O:29][CH2:30][C:31]2[CH:36]=[CH:35][CH:34]=[CH:33][CH:32]=2)[CH2:8][C@H:9]([OH:26])[C@@H:10]([NH:18][C:19]([O:21][C:22]([CH3:25])([CH3:24])[CH3:23])=[O:20])[CH2:11][C:12]2[CH:17]=[CH:16][CH:15]=[CH:14][CH:13]=2)=[CH:4][CH:3]=1.C(N(CC)CC)C.CO[C:49](OC)([CH3:51])[CH3:50]. The catalyst is O.C1(C)C=CC(S(O)(=O)=O)=CC=1. The product is [CH2:11]([C@H:10]1[C@H:9]([CH2:8][CH:7]([NH:27][C:28]([O:29][CH2:30][C:31]2[CH:36]=[CH:35][CH:34]=[CH:33][CH:32]=2)=[O:37])[CH2:6][C:5]2[CH:38]=[CH:39][C:2]([Br:1])=[CH:3][CH:4]=2)[O:26][C:49]([CH3:51])([CH3:50])[N:18]1[C:19]([O:21][C:22]([CH3:25])([CH3:24])[CH3:23])=[O:20])[C:12]1[CH:17]=[CH:16][CH:15]=[CH:14][CH:13]=1. The yield is 0.540.